From a dataset of Full USPTO retrosynthesis dataset with 1.9M reactions from patents (1976-2016). Predict the reactants needed to synthesize the given product. (1) Given the product [C:1]([O:5][C@@H:6]([C:12]1[C:13]([CH3:34])=[N:14][C:15]([CH3:33])=[C:16]([C:26]2[CH:27]=[CH:28][C:29]([O:43][CH2:42][CH2:41][C:38]3[CH:39]=[CH:40][C:35]([CH3:44])=[CH:36][CH:37]=3)=[CH:30][CH:31]=2)[C:17]=1[N:18]1[CH2:19][CH2:20][C:21]([CH3:25])([CH3:24])[CH2:22][CH2:23]1)[C:7]([OH:9])=[O:8])([CH3:4])([CH3:2])[CH3:3], predict the reactants needed to synthesize it. The reactants are: [C:1]([O:5][C@@H:6]([C:12]1[C:13]([CH3:34])=[N:14][C:15]([CH3:33])=[C:16]([C:26]2[CH:31]=[CH:30][C:29](O)=[CH:28][CH:27]=2)[C:17]=1[N:18]1[CH2:23][CH2:22][C:21]([CH3:25])([CH3:24])[CH2:20][CH2:19]1)[C:7]([O:9]CC)=[O:8])([CH3:4])([CH3:3])[CH3:2].[C:35]1([CH3:44])[CH:40]=[CH:39][C:38]([CH2:41][CH2:42][OH:43])=[CH:37][CH:36]=1.C1C=CC(P(C2C=CC=CC=2)C2C=CC=CC=2)=CC=1.CCOC(/N=N/C(OCC)=O)=O.[OH-].[Na+]. (2) The reactants are: [C:1]([O:5][C:6]([N:8]1[CH:13]([CH3:14])[CH2:12][CH2:11][CH2:10][CH:9]1[C:15]([OH:17])=O)=[O:7])([CH3:4])([CH3:3])[CH3:2].ClC(OCC(C)C)=O.C(N(CC)CC)C.[C:33]([C:35]1[CH:36]=[C:37]([CH:42]=[CH:43][CH:44]=1)[C:38]([NH:40]O)=[NH:39])#[N:34]. Given the product [C:1]([O:5][C:6]([N:8]1[CH:13]([CH3:14])[CH2:12][CH2:11][CH2:10][CH:9]1[C:15]1[O:17][N:40]=[C:38]([C:37]2[CH:42]=[CH:43][CH:44]=[C:35]([C:33]#[N:34])[CH:36]=2)[N:39]=1)=[O:7])([CH3:2])([CH3:3])[CH3:4], predict the reactants needed to synthesize it. (3) The reactants are: I[C:2]1[CH:17]=[CH:16][C:5]([O:6][CH2:7][CH2:8][N:9]2[CH2:14][CH2:13][CH:12]([CH3:15])[CH2:11][CH2:10]2)=[CH:4][CH:3]=1.[Cl:18][C:19]1[CH:24]=[CH:23][C:22]([C:25]2[CH:26]=[C:27]([CH2:33][NH2:34])[C:28]([C:31]#[CH:32])=[N:29][CH:30]=2)=[CH:21][CH:20]=1. Given the product [Cl:18][C:19]1[CH:24]=[CH:23][C:22]([C:25]2[CH:26]=[C:27]([CH2:33][NH2:34])[C:28]([C:31]#[C:32][C:2]3[CH:17]=[CH:16][C:5]([O:6][CH2:7][CH2:8][N:9]4[CH2:14][CH2:13][CH:12]([CH3:15])[CH2:11][CH2:10]4)=[CH:4][CH:3]=3)=[N:29][CH:30]=2)=[CH:21][CH:20]=1, predict the reactants needed to synthesize it. (4) Given the product [C:9]1([CH2:15][C:16](=[N:3][OH:2])[C:18]2[CH:23]=[CH:22][CH:21]=[CH:20][CH:19]=2)[CH:14]=[CH:13][CH:12]=[CH:11][CH:10]=1, predict the reactants needed to synthesize it. The reactants are: Cl.[OH:2][NH2:3].CC([O-])=O.[Na+].[C:9]1([CH2:15][C:16]([C:18]2[CH:23]=[CH:22][CH:21]=[CH:20][CH:19]=2)=O)[CH:14]=[CH:13][CH:12]=[CH:11][CH:10]=1.